The task is: Predict the product of the given reaction.. This data is from Forward reaction prediction with 1.9M reactions from USPTO patents (1976-2016). (1) Given the reactants [CH2:1]([N:8]1[CH2:16][C:15]2([NH2:17])[CH:10]([CH2:11][CH2:12][CH2:13][CH2:14]2)[CH2:9]1)[C:2]1[CH:7]=[CH:6][CH:5]=[CH:4][CH:3]=1.[C:18](O[C:18]([O:20][C:21]([CH3:24])([CH3:23])[CH3:22])=[O:19])([O:20][C:21]([CH3:24])([CH3:23])[CH3:22])=[O:19].O, predict the reaction product. The product is: [CH2:1]([N:8]1[CH2:16][C:15]2([NH:17][C:18](=[O:19])[O:20][C:21]([CH3:24])([CH3:23])[CH3:22])[CH:10]([CH2:11][CH2:12][CH2:13][CH2:14]2)[CH2:9]1)[C:2]1[CH:3]=[CH:4][CH:5]=[CH:6][CH:7]=1. (2) Given the reactants C1(P(C2C=CC=CC=2)C2C=CC=CC=2)C=CC=CC=1.II.[Si:22]([O:29][C:30]1[CH:31]=[C:32]([CH:61]=[CH:62][C:63]=1[F:64])[C:33]([NH:35][NH:36][C:37](=[O:60])[C@H:38]([NH:49][C:50]1[CH:55]=[CH:54][C:53]([C:56]#[N:57])=[C:52](Cl)[C:51]=1C)[C@@H:39]([O:41][Si:42]([C:45]([CH3:48])([CH3:47])[CH3:46])([CH3:44])[CH3:43])[CH3:40])=O)([C:25]([CH3:28])([CH3:27])[CH3:26])([CH3:24])[CH3:23].[CH2:65]([Cl:67])Cl, predict the reaction product. The product is: [Si:42]([O:41][C@@H:39]([CH3:40])[C@@H:38]([NH:49][C:50]1[CH:51]=[CH:52][C:53]([C:56]#[N:57])=[C:65]([Cl:67])[C:55]=1[CH3:54])[C:37]1[O:60][C:33]([C:32]2[CH:61]=[CH:62][C:63]([F:64])=[C:30]([O:29][Si:22]([C:25]([CH3:26])([CH3:27])[CH3:28])([CH3:23])[CH3:24])[CH:31]=2)=[N:35][N:36]=1)([C:45]([CH3:48])([CH3:46])[CH3:47])([CH3:44])[CH3:43].